Predict which catalyst facilitates the given reaction. From a dataset of Catalyst prediction with 721,799 reactions and 888 catalyst types from USPTO. (1) Reactant: [C:1]([NH:18][C@H:19]([C:23]([OH:25])=[O:24])[CH:20]([CH3:22])[CH3:21])([O:3][CH2:4][CH:5]1[C:17]2[C:12](=[CH:13][CH:14]=[CH:15][CH:16]=2)[C:11]2[C:6]1=[CH:7][CH:8]=[CH:9][CH:10]=2)=[O:2].CCN(C(C)C)C(C)C.[Cl-].O[C@H:37](/[CH:64]=[CH:65]/[CH2:66][CH2:67][S:68][C:69]([C:82]1[CH:87]=[CH:86][CH:85]=[CH:84][CH:83]=1)([C:76]1[CH:81]=[CH:80][CH:79]=[CH:78][CH:77]=1)[C:70]1[CH:75]=[CH:74][CH:73]=[CH:72][CH:71]=1)[CH2:38][C:39]([NH:41][CH2:42][C:43]1[N:48]=[C:47]([C:49]2[CH:54]=[CH:53][CH:52]=[C:51]([C:55]([O:57][CH2:58][CH2:59][Si:60]([CH3:63])([CH3:62])[CH3:61])=[O:56])[N:50]=2)[CH:46]=[CH:45][CH:44]=1)=[O:40]. The catalyst class is: 230. Product: [CH:7]1[C:6]2[CH:5]([CH2:4][O:3][C:1](=[O:2])[NH:18][C@H:19]([CH:20]([CH3:21])[CH3:22])[C:23](=[O:25])[O:24][C@H:37](/[CH:64]=[CH:65]/[CH2:66][CH2:67][S:68][C:69]([C:82]3[CH:87]=[CH:86][CH:85]=[CH:84][CH:83]=3)([C:76]3[CH:77]=[CH:78][CH:79]=[CH:80][CH:81]=3)[C:70]3[CH:71]=[CH:72][CH:73]=[CH:74][CH:75]=3)[CH2:38][C:39](=[O:40])[NH:41][CH2:42][C:43]3[N:48]=[C:47]([C:49]4[CH:54]=[CH:53][CH:52]=[C:51]([C:55]([O:57][CH2:58][CH2:59][Si:60]([CH3:61])([CH3:63])[CH3:62])=[O:56])[N:50]=4)[CH:46]=[CH:45][CH:44]=3)[C:17]3[C:12](=[CH:13][CH:14]=[CH:15][CH:16]=3)[C:11]=2[CH:10]=[CH:9][CH:8]=1. (2) Reactant: Br[C:2]1[CH:7]=[CH:6][C:5]([C:8]2[C:29](/[CH:30]=[CH:31]/[CH2:32][N:33]3[CH2:38][CH2:37][CH2:36][CH2:35][CH2:34]3)=[C:11]3[CH:12]=[C:13]([C:16]([N:18]([CH2:24][CH2:25][CH:26]([CH3:28])[CH3:27])[CH2:19][CH2:20][CH:21]([CH3:23])[CH3:22])=[O:17])[CH:14]=[CH:15][N:10]3[N:9]=2)=[CH:4][CH:3]=1.C([Sn](CCCC)(CCCC)[C:44]([O:46]CC)=[CH2:45])CCC. Product: [C:44]([C:2]1[CH:3]=[CH:4][C:5]([C:8]2[C:29](/[CH:30]=[CH:31]/[CH2:32][N:33]3[CH2:34][CH2:35][CH2:36][CH2:37][CH2:38]3)=[C:11]3[CH:12]=[C:13]([C:16]([N:18]([CH2:19][CH2:20][CH:21]([CH3:23])[CH3:22])[CH2:24][CH2:25][CH:26]([CH3:28])[CH3:27])=[O:17])[CH:14]=[CH:15][N:10]3[N:9]=2)=[CH:6][CH:7]=1)(=[O:46])[CH3:45]. The catalyst class is: 741. (3) The catalyst class is: 5. Reactant: [C:9](O[C:9]([O:11][C:12]([CH3:15])([CH3:14])[CH3:13])=[O:10])([O:11][C:12]([CH3:15])([CH3:14])[CH3:13])=[O:10].[CH2:16]([NH:19][CH2:20][CH:21]=[CH2:22])[CH:17]=[CH2:18]. Product: [CH2:16]([N:19]([CH2:20][CH:21]=[CH2:22])[C:9](=[O:10])[O:11][C:12]([CH3:13])([CH3:14])[CH3:15])[CH:17]=[CH2:18].